This data is from Catalyst prediction with 721,799 reactions and 888 catalyst types from USPTO. The task is: Predict which catalyst facilitates the given reaction. (1) Reactant: C([O:4][C@@H:5]([CH3:29])[CH2:6][CH2:7][CH2:8][CH2:9][N:10]1[C:19](=[O:20])[C:18]2[N:17]([CH2:21][C:22]3[CH:27]=[CH:26][CH:25]=[CH:24][CH:23]=3)[CH:16]=[N:15][C:14]=2[N:13]([CH3:28])[C:11]1=[O:12])(=O)C.Cl. Product: [OH:4][C@@H:5]([CH3:29])[CH2:6][CH2:7][CH2:8][CH2:9][N:10]1[C:19](=[O:20])[C:18]2[N:17]([CH2:21][C:22]3[CH:27]=[CH:26][CH:25]=[CH:24][CH:23]=3)[CH:16]=[N:15][C:14]=2[N:13]([CH3:28])[C:11]1=[O:12]. The catalyst class is: 275. (2) Reactant: [CH3:1][O:2][C:3]1[CH:39]=[CH:38][C:6]([CH2:7][NH:8][C:9]2[S:17][C:12]3=[CH:13][N:14]=[CH:15][CH:16]=[C:11]3[C:10]=2[C:18]([C:20]2[CH:21]=[C:22]3[C:26](=[CH:27][CH:28]=2)[C:25](=[N:29][O:30][Si](C(C)(C)C)(C)C)[CH2:24][CH2:23]3)=[O:19])=[CH:5][CH:4]=1.C[Si]([N-][Si](C)(C)C)(C)C.[Na+].C1(C)C=CC=CC=1.[C:57](Cl)(=[O:60])[CH2:58][CH3:59]. Product: [CH3:1][O:2][C:3]1[CH:4]=[CH:5][C:6]([CH2:7][N:8]([C:9]2[S:17][C:12]3=[CH:13][N:14]=[CH:15][CH:16]=[C:11]3[C:10]=2[C:18]([C:20]2[CH:21]=[C:22]3[C:26](=[CH:27][CH:28]=2)[C:25](=[N:29][OH:30])[CH2:24][CH2:23]3)=[O:19])[C:57](=[O:60])[CH2:58][CH3:59])=[CH:38][CH:39]=1. The catalyst class is: 20. (3) The catalyst class is: 6. Product: [Cl:1][C:2]1[C:7]([C:8]2[CH:13]=[CH:12][N:11]=[C:10]([NH:17][CH3:16])[CH:9]=2)=[CH:6][CH:5]=[CH:4][N:3]=1. Reactant: [Cl:1][C:2]1[C:7]([C:8]2[CH:13]=[CH:12][N:11]=[C:10](F)[CH:9]=2)=[CH:6][CH:5]=[CH:4][N:3]=1.Cl.[CH3:16][NH2:17].C([O-])([O-])=O.[K+].[K+].CS(C)=O. (4) Product: [CH2:10]([O:12][C:13]1[CH:14]=[C:15]([CH:16]=[CH:17][CH:18]=1)[O:19][C:2]1[CH:9]=[CH:8][C:5]([C:6]#[N:7])=[CH:4][CH:3]=1)[CH3:11]. Reactant: F[C:2]1[CH:9]=[CH:8][C:5]([C:6]#[N:7])=[CH:4][CH:3]=1.[CH2:10]([O:12][C:13]1[CH:14]=[C:15]([OH:19])[CH:16]=[CH:17][CH:18]=1)[CH3:11].C(=O)([O-])[O-].[Cs+].[Cs+].Cl. The catalyst class is: 3. (5) Product: [CH3:42][O:41][C:39]([C:12]1([CH3:38])[CH2:13][CH:14]2[C:9]([CH3:8])([CH2:31][CH2:30][C:29]3([CH3:32])[C:15]2=[CH:16][C:17](=[O:18])[CH:19]2[C:28]3([CH3:33])[CH2:27][CH2:26][CH:25]3[C:20]2([CH3:37])[CH2:21][CH2:22][CH:23]([O:36][C:4](=[O:5])/[CH:3]=[CH:2]\[C:1]([OH:6])=[O:7])[C:24]3([CH3:35])[CH3:34])[CH2:10][CH2:11]1)=[O:40]. Reactant: [C:1]1(=[O:7])[O:6][C:4](=[O:5])[CH:3]=[CH:2]1.[CH3:8][C@@:9]12[CH2:31][CH2:30][C@:29]3([CH3:32])[C:15](=[CH:16][C:17]([C@H:19]4[C@@:28]3([CH3:33])[CH2:27][CH2:26][C@@H:25]3[C@:20]4([CH3:37])[CH2:21][CH2:22][C@H:23]([OH:36])[C:24]3([CH3:35])[CH3:34])=[O:18])[C@@H:14]1[CH2:13][C@:12]([C:39]([O:41][CH3:42])=[O:40])([CH3:38])[CH2:11][CH2:10]2. The catalyst class is: 308. (6) Reactant: S(=O)(=O)(O)O.N[C:7]1[CH:15]=[CH:14][CH:13]=[C:12]([O:16][CH3:17])[C:8]=1[C:9]([OH:11])=[O:10].N([O-])=O.[Na+].[I-:22].[K+]. Product: [I:22][C:7]1[CH:15]=[CH:14][CH:13]=[C:12]([O:16][CH3:17])[C:8]=1[C:9]([OH:11])=[O:10]. The catalyst class is: 6. (7) Reactant: [C:1]([S:4][CH2:5][CH2:6][C:7]([F:13])([F:12])[C:8]([F:11])([F:10])[F:9])(=O)[CH3:2].BrCC[CH2:17][Cl:18]. Product: [F:12][C:7]([F:13])([C:8]([F:11])([F:10])[F:9])[CH2:6][CH2:5][S:4][CH2:1][CH2:2][CH2:17][Cl:18]. The catalyst class is: 5.